From a dataset of Reaction yield outcomes from USPTO patents with 853,638 reactions. Predict the reaction yield, written as a fraction of the theoretical maximum amount of product (1.0 means a 100% yield; for example, 0.34 means a 34% yield). The reactants are [CH2:1]([O:8][C:9]1[CH:24]=[CH:23][C:12]([NH:13][C:14]2[CH:19]=[CH:18][C:17]([CH:20]([CH3:22])[CH3:21])=[CH:16][CH:15]=2)=[CH:11][CH:10]=1)[C:2]1[CH:7]=[CH:6][CH:5]=[CH:4][CH:3]=1.[H-].[Na+].I[CH2:28][CH3:29]. The catalyst is CN(C=O)C. The product is [CH2:1]([O:8][C:9]1[CH:10]=[CH:11][C:12]([N:13]([CH2:28][CH3:29])[C:14]2[CH:15]=[CH:16][C:17]([CH:20]([CH3:21])[CH3:22])=[CH:18][CH:19]=2)=[CH:23][CH:24]=1)[C:2]1[CH:3]=[CH:4][CH:5]=[CH:6][CH:7]=1. The yield is 0.640.